Dataset: Catalyst prediction with 721,799 reactions and 888 catalyst types from USPTO. Task: Predict which catalyst facilitates the given reaction. (1) The catalyst class is: 7. Reactant: [NH2:1][C:2]1[CH:6]=[CH:5][S:4][C:3]=1[C:7]([O:9]C)=O.[CH3:11][C:12]1[O:16][N:15]=[C:14]([C:17]#[N:18])[CH:13]=1.CC(C)([O-])C.[K+]. Product: [CH3:11][C:12]1[O:16][N:15]=[C:14]([C:17]2[N:18]=[C:7]([OH:9])[C:3]3[S:4][CH:5]=[CH:6][C:2]=3[N:1]=2)[CH:13]=1. (2) Reactant: [CH3:1][NH:2][C:3]([C:5]1[C:6]([O:22][C:23]2[C:24]([CH3:37])=[C:25]([NH:29]C(=O)OC(C)(C)C)[CH:26]=[CH:27][CH:28]=2)=[CH:7][C:8](=[O:21])[N:9]([CH3:20])[C:10]=1[NH:11][C:12]1[CH:17]=[CH:16][C:15]([I:18])=[CH:14][C:13]=1[F:19])=[O:4].FC(F)(F)C(O)=O. Product: [CH3:1][NH:2][C:3]([C:5]1[C:6]([O:22][C:23]2[CH:28]=[CH:27][CH:26]=[C:25]([NH2:29])[C:24]=2[CH3:37])=[CH:7][C:8](=[O:21])[N:9]([CH3:20])[C:10]=1[NH:11][C:12]1[CH:17]=[CH:16][C:15]([I:18])=[CH:14][C:13]=1[F:19])=[O:4]. The catalyst class is: 4. (3) Reactant: [Br:1][C:2]1[CH:7]=[CH:6][C:5]([N:8]2[C:12](=[O:13])[NH:11][N:10]=[CH:9]2)=[C:4]([F:14])[CH:3]=1.C(=O)([O-])[O-].[K+].[K+].Cl[C:22]([O:24][CH2:25][CH3:26])=[O:23]. Product: [Br:1][C:2]1[CH:7]=[CH:6][C:5]([N:8]2[C:12](=[O:13])[N:11]([C:22]([O:24][CH2:25][CH3:26])=[O:23])[N:10]=[CH:9]2)=[C:4]([F:14])[CH:3]=1. The catalyst class is: 9. (4) Reactant: [CH:1]1([N:5]2[CH2:11][CH2:10][C:9]3[S:12][C:13]([CH:15]4[CH2:20][CH2:19][N:18]([C:21]5[CH:22]=[N:23][C:24]([C:27]([N:29]6C=CN=[CH:30]6)=[O:28])=[CH:25][CH:26]=5)[CH2:17][CH2:16]4)=[N:14][C:8]=3[CH2:7][CH2:6]2)[CH2:4][CH2:3][CH2:2]1.CN.C1COCC1. Product: [CH:1]1([N:5]2[CH2:11][CH2:10][C:9]3[S:12][C:13]([CH:15]4[CH2:20][CH2:19][N:18]([C:21]5[CH:26]=[CH:25][C:24]([C:27]([NH:29][CH3:30])=[O:28])=[N:23][CH:22]=5)[CH2:17][CH2:16]4)=[N:14][C:8]=3[CH2:7][CH2:6]2)[CH2:2][CH2:3][CH2:4]1. The catalyst class is: 4.